This data is from Full USPTO retrosynthesis dataset with 1.9M reactions from patents (1976-2016). The task is: Predict the reactants needed to synthesize the given product. (1) Given the product [C:1]1([S:7]([N:10]2[C:14]3=[N:15][CH:16]=[C:17]([NH2:26])[C:18]([NH:19][CH:20]4[CH2:25][CH2:24][CH2:23][CH2:22][CH2:21]4)=[C:13]3[CH:12]=[CH:11]2)(=[O:9])=[O:8])[CH:2]=[CH:3][CH:4]=[CH:5][CH:6]=1, predict the reactants needed to synthesize it. The reactants are: [C:1]1([S:7]([N:10]2[C:14]3=[N:15][CH:16]=[C:17]([N+:26]([O-])=O)[C:18]([NH:19][CH:20]4[CH2:25][CH2:24][CH2:23][CH2:22][CH2:21]4)=[C:13]3[CH:12]=[CH:11]2)(=[O:9])=[O:8])[CH:6]=[CH:5][CH:4]=[CH:3][CH:2]=1.C1COCC1. (2) Given the product [CH:1]([C:2]1[CH:11]=[CH:10][C:9]2[C:4](=[C:5]([C:12]#[N:13])[CH:6]=[CH:7][CH:8]=2)[N:3]=1)=[O:15], predict the reactants needed to synthesize it. The reactants are: [CH3:1][C:2]1[CH:11]=[CH:10][C:9]2[C:4](=[C:5]([C:12]#[N:13])[CH:6]=[CH:7][CH:8]=2)[N:3]=1.[Se](=O)=[O:15]. (3) Given the product [O:6]1[CH:5]=[CH:4][CH:3]=[C:2]1[CH2:1][O:30][C:28]([C:25]1[CH:24]=[CH:23][C:22]([C:19]2[CH:20]=[CH:21][C:16]([CH2:8][CH2:9][CH2:10][CH2:11][CH2:12][CH2:13][CH2:14][CH3:15])=[CH:17][CH:18]=2)=[CH:27][CH:26]=1)=[O:29], predict the reactants needed to synthesize it. The reactants are: [CH2:1](N)[C:2]1[O:6][CH:5]=[CH:4][CH:3]=1.[CH2:8]([C:16]1[CH:21]=[CH:20][C:19]([C:22]2[CH:27]=[CH:26][C:25]([C:28]([OH:30])=[O:29])=[CH:24][CH:23]=2)=[CH:18][CH:17]=1)[CH2:9][CH2:10][CH2:11][CH2:12][CH2:13][CH2:14][CH3:15].